Dataset: Full USPTO retrosynthesis dataset with 1.9M reactions from patents (1976-2016). Task: Predict the reactants needed to synthesize the given product. (1) Given the product [CH3:1][C:2]1[S:3][CH:4]=[C:5]([B:13]([OH:15])[OH:14])[CH:6]=1, predict the reactants needed to synthesize it. The reactants are: [CH3:1][C:2]1[S:3][CH:4]=[C:5](Br)[CH:6]=1.S1C=CC([B:13]([OH:15])[OH:14])=C1. (2) Given the product [N:1]1([C:5]2[CH:10]=[C:9]([NH:11][C:12]3[NH:13][N:14]=[C:15]([CH3:17])[CH:16]=3)[N:8]=[C:7]([S:18][C:19]3[CH:27]=[CH:26][C:22]([C:23]([NH:33][CH:28]4[CH2:32][CH2:31][CH2:30][CH2:29]4)=[O:24])=[CH:21][CH:20]=3)[N:6]=2)[CH2:2][CH2:3][CH2:4]1, predict the reactants needed to synthesize it. The reactants are: [N:1]1([C:5]2[CH:10]=[C:9]([NH:11][C:12]3[NH:13][N:14]=[C:15]([CH3:17])[CH:16]=3)[N:8]=[C:7]([S:18][C:19]3[CH:27]=[CH:26][C:22]([C:23](O)=[O:24])=[CH:21][CH:20]=3)[N:6]=2)[CH2:4][CH2:3][CH2:2]1.[CH:28]1([NH2:33])[CH2:32][CH2:31][CH2:30][CH2:29]1.F[B-](F)(F)F.CN(C)C(O)=[N+](C)C.C(N(C(C)C)CC)(C)C. (3) Given the product [NH2:21][C:18]1[CH:19]=[CH:20][C:15]([O:14][CH:1]([C:2]2[CH:3]=[CH:4][CH:5]=[CH:6][CH:7]=2)[C:8]2[CH:9]=[CH:10][CH:11]=[CH:12][CH:13]=2)=[C:16]([C:24](=[O:27])[CH2:25][CH3:26])[CH:17]=1, predict the reactants needed to synthesize it. The reactants are: [CH:1]([O:14][C:15]1[CH:20]=[CH:19][C:18]([N+:21]([O-])=O)=[CH:17][C:16]=1[C:24](=[O:27])[CH2:25][CH3:26])([C:8]1[CH:13]=[CH:12][CH:11]=[CH:10][CH:9]=1)[C:2]1[CH:7]=[CH:6][CH:5]=[CH:4][CH:3]=1.